From a dataset of Reaction yield outcomes from USPTO patents with 853,638 reactions. Predict the reaction yield, written as a fraction of the theoretical maximum amount of product (1.0 means a 100% yield; for example, 0.34 means a 34% yield). (1) The reactants are [CH2:1]([NH:6][CH2:7][C:8]([OH:10])=[O:9])[CH:2]=[C:3](C)[CH3:4].C/C=C\C. The catalyst is Cl[Ru](=C1N(C2C(C)=CC(C)=CC=2C)CCN1C1C(C)=CC(C)=CC=1C)(Cl)(=CC1C=CC=CC=1)[P](C1CCCCC1)(C1CCCCC1)C1CCCCC1.C(Cl)Cl. The product is [CH2:1]([NH:6][CH2:7][C:8]([OH:10])=[O:9])[CH:2]=[CH:3][CH3:4]. The yield is 0.840. (2) The catalyst is C1C=CC(P(C2C=CC=CC=2)[C-]2C=CC=C2)=CC=1.C1C=CC(P(C2C=CC=CC=2)[C-]2C=CC=C2)=CC=1.Cl[Pd]Cl.[Fe+2].C(#N)C. The yield is 0.810. The reactants are Br[C:2]1[C:3]([N:16]2[CH2:26][CH2:25][C:19]3([C:23](=[O:24])[NH:22][CH2:21][CH2:20]3)[CH2:18][CH2:17]2)=[C:4]([Cl:15])[C:5]([N:8]2[C:12]([CH3:13])=[CH:11][CH:10]=[C:9]2[CH3:14])=[N:6][CH:7]=1.[CH3:27][N:28]1[C:36]2[C:31](=[CH:32][C:33](B(O)O)=[CH:34][CH:35]=2)[CH:30]=[N:29]1.C(Cl)Cl.C(=O)([O-])[O-].[Na+].[Na+]. The product is [Cl:15][C:4]1[C:5]([N:8]2[C:12]([CH3:13])=[CH:11][CH:10]=[C:9]2[CH3:14])=[N:6][CH:7]=[C:2]([C:33]2[CH:32]=[C:31]3[C:36](=[CH:35][CH:34]=2)[N:28]([CH3:27])[N:29]=[CH:30]3)[C:3]=1[N:16]1[CH2:26][CH2:25][C:19]2([C:23](=[O:24])[NH:22][CH2:21][CH2:20]2)[CH2:18][CH2:17]1.